This data is from Catalyst prediction with 721,799 reactions and 888 catalyst types from USPTO. The task is: Predict which catalyst facilitates the given reaction. (1) Reactant: C[Si](C)(C)N[Si](C)(C)C.[CH3:10][CH:11]([CH3:23])[CH2:12][C:13]([C:15]1[CH:20]=[CH:19][CH:18]=[C:17]([O:21][CH3:22])[CH:16]=1)=O.[C:24](#[N:28])[CH2:25][C:26]#[N:27]. Product: [CH3:10][CH:11]([CH3:23])[CH2:12][C:13](=[C:25]([C:24]#[N:28])[C:26]#[N:27])[C:15]1[CH:20]=[CH:19][CH:18]=[C:17]([O:21][CH3:22])[CH:16]=1. The catalyst class is: 15. (2) Reactant: Cl[C:2]1[C:11]2[C:6](=[CH:7][CH:8]=[CH:9][CH:10]=2)[C:5](=[O:12])[NH:4][N:3]=1.[C:13]([O:17][C:18]([NH:20][C:21]1[CH:26]=[CH:25][C:24](B(O)O)=[CH:23][CH:22]=1)=[O:19])([CH3:16])([CH3:15])[CH3:14].P([O-])([O-])([O-])=O.[K+].[K+].[K+].O1CCOCC1. Product: [O:12]=[C:5]1[C:6]2[C:11](=[CH:10][CH:9]=[CH:8][CH:7]=2)[C:2]([C:24]2[CH:23]=[CH:22][C:21]([NH:20][C:18](=[O:19])[O:17][C:13]([CH3:15])([CH3:14])[CH3:16])=[CH:26][CH:25]=2)=[N:3][NH:4]1. The catalyst class is: 103.